From a dataset of Catalyst prediction with 721,799 reactions and 888 catalyst types from USPTO. Predict which catalyst facilitates the given reaction. (1) Reactant: [CH2:1]([N:8]1[CH2:13][CH2:12][CH:11]([N:14]([CH3:36])[C:15](=[O:35])[CH:16]([O:18][C:19]2[N:24]=[C:23]([CH3:25])[C:22]([NH:26][C:27](=[O:33])[O:28][C:29]([CH3:32])([CH3:31])[CH3:30])=[C:21]([CH3:34])[N:20]=2)[CH3:17])[CH2:10][CH2:9]1)[C:2]1[CH:7]=[CH:6][CH:5]=[CH:4][CH:3]=1.[CH3:37][Si]([N-][Si](C)(C)C)(C)C.[K+].CI.[Cl-].[NH4+]. Product: [CH2:1]([N:8]1[CH2:9][CH2:10][CH:11]([N:14]([CH3:36])[C:15](=[O:35])[CH:16]([O:18][C:19]2[N:24]=[C:23]([CH3:25])[C:22]([N:26]([CH3:37])[C:27](=[O:33])[O:28][C:29]([CH3:31])([CH3:32])[CH3:30])=[C:21]([CH3:34])[N:20]=2)[CH3:17])[CH2:12][CH2:13]1)[C:2]1[CH:3]=[CH:4][CH:5]=[CH:6][CH:7]=1. The catalyst class is: 7. (2) Reactant: Cl.[F:2][C:3]1[N:8]=[C:7]([C:9]2[C:10](=[O:16])[NH:11][C:12](=[O:15])[NH:13][CH:14]=2)[CH:6]=[CH:5][CH:4]=1.C([O-])([O-])=O.[K+].[K+].Br[CH2:24][CH2:25][CH:26]([O:29][CH3:30])[O:27][CH3:28].O. Product: [CH3:28][O:27][CH:26]([O:29][CH3:30])[CH2:25][CH2:24][N:13]1[CH:14]=[C:9]([C:7]2[CH:6]=[CH:5][CH:4]=[C:3]([F:2])[N:8]=2)[C:10](=[O:16])[NH:11][C:12]1=[O:15]. The catalyst class is: 3.